From a dataset of Reaction yield outcomes from USPTO patents with 853,638 reactions. Predict the reaction yield, written as a fraction of the theoretical maximum amount of product (1.0 means a 100% yield; for example, 0.34 means a 34% yield). (1) The reactants are [NH2:1][CH2:2][C:3]1[CH:4]=[C:5]([C:9]2[CH:14]=[C:13]([C:15]#[N:16])[CH:12]=[C:11]([O:17][C:18]3[N:23]=[C:22]([C:24]4[CH:32]=[CH:31][CH:30]=[CH:29][C:25]=4[C:26]([OH:28])=[O:27])[C:21]([F:33])=[CH:20][C:19]=3[F:34])[CH:10]=2)[CH:6]=[CH:7][CH:8]=1.[ClH:35]. The catalyst is CC#N.O. The product is [ClH:35].[NH2:1][CH2:2][C:3]1[CH:4]=[C:5]([C:9]2[CH:14]=[C:13]([C:15]#[N:16])[CH:12]=[C:11]([O:17][C:18]3[N:23]=[C:22]([C:24]4[CH:32]=[CH:31][CH:30]=[CH:29][C:25]=4[C:26]([OH:28])=[O:27])[C:21]([F:33])=[CH:20][C:19]=3[F:34])[CH:10]=2)[CH:6]=[CH:7][CH:8]=1. The yield is 0.900. (2) The reactants are CN(C)[CH:3]=[O:4].P(Cl)(Cl)(Cl)=O.[CH3:11][C:12]1[NH:13][CH:14]=[C:15]([CH3:26])[C:16]=1[C:17]1[CH:25]=[CH:24][C:20]([C:21]([OH:23])=[O:22])=[CH:19][CH:18]=1.[OH-].[K+]. The catalyst is ClCCl.O.C(OCC)(=O)C.CCCCCC.C(O)(=O)C. The product is [CH:3]([C:14]1[NH:13][C:12]([CH3:11])=[C:16]([C:17]2[CH:25]=[CH:24][C:20]([C:21]([OH:23])=[O:22])=[CH:19][CH:18]=2)[C:15]=1[CH3:26])=[O:4]. The yield is 0.500. (3) The reactants are [NH2:1][C:2]1[C:3]([C:23]#[N:24])=[C:4]([CH:20]=[CH:21][CH:22]=1)[O:5][CH2:6][CH2:7][CH2:8][CH2:9][CH2:10][CH2:11][NH:12][C:13](=[O:19])[O:14][C:15]([CH3:18])([CH3:17])[CH3:16].[S:25](Cl)(=[O:28])(=[O:27])[NH2:26]. No catalyst specified. The product is [NH2:24][C:23]1[C:3]2[C:4]([O:5][CH2:6][CH2:7][CH2:8][CH2:9][CH2:10][CH2:11][NH:12][C:13](=[O:19])[O:14][C:15]([CH3:18])([CH3:17])[CH3:16])=[CH:20][CH:21]=[CH:22][C:2]=2[NH:1][S:25](=[O:28])(=[O:27])[N:26]=1. The yield is 0.595. (4) The reactants are Br[C:2]1[CH:3]=[C:4]([C:17]2[N:25]=[C:24]([CH3:26])[N:23]=[C:22]3[C:18]=2[N:19]=[CH:20][N:21]3[CH:27]2[CH2:32][CH2:31][CH2:30][CH2:29][O:28]2)[C:5]([NH:8][C:9]2[CH:10]=[N:11][C:12]([O:15][CH3:16])=[CH:13][CH:14]=2)=[N:6][CH:7]=1.[NH:33]1[CH2:38][CH2:37][O:36][CH2:35][CH2:34]1.CC(C)([O-])C.[Na+].CC1(C)C2C=CC=C(P(C3C=CC=CC=3)C3C=CC=CC=3)C=2OC2C1=CC=CC=2P(C1C=CC=CC=1)C1C=CC=CC=1.O1CCOCC1. The catalyst is C1C=CC(/C=C/C(/C=C/C2C=CC=CC=2)=O)=CC=1.C1C=CC(/C=C/C(/C=C/C2C=CC=CC=2)=O)=CC=1.C1C=CC(/C=C/C(/C=C/C2C=CC=CC=2)=O)=CC=1.[Pd].[Pd]. The product is [CH3:16][O:15][C:12]1[N:11]=[CH:10][C:9]([NH:8][C:5]2[C:4]([C:17]3[N:25]=[C:24]([CH3:26])[N:23]=[C:22]4[C:18]=3[N:19]=[CH:20][N:21]4[CH:27]3[CH2:32][CH2:31][CH2:30][CH2:29][O:28]3)=[CH:3][C:2]([N:33]3[CH2:38][CH2:37][O:36][CH2:35][CH2:34]3)=[CH:7][N:6]=2)=[CH:14][CH:13]=1. The yield is 0.330. (5) The reactants are [Li+].[CH3:2][O-:3].[CH3:4][C:5]1[O:9][C:8]([C:10]2[CH:15]=[CH:14][CH:13]=[CH:12][CH:11]=2)=[N:7][C:6]=1[CH2:16][CH2:17][O:18][C:19]1[C:27]2[CH:26]=[CH:25][S:24][C:23]=2[C:22](C=O)=[CH:21][CH:20]=1.CN([CH:33]=[O:34])C. No catalyst specified. The product is [CH3:2][O:3][C:33](=[O:34])/[C:8](/[O:9][CH3:5])=[CH:10]/[C:22]1[C:23]2[S:24][CH:25]=[CH:26][C:27]=2[C:19]([O:18][CH2:17][CH2:16][C:6]2[N:7]=[C:8]([C:10]3[CH:11]=[CH:12][CH:13]=[CH:14][CH:15]=3)[O:9][C:5]=2[CH3:4])=[CH:20][CH:21]=1. The yield is 0.760.